Dataset: Forward reaction prediction with 1.9M reactions from USPTO patents (1976-2016). Task: Predict the product of the given reaction. (1) Given the reactants Br[CH2:2][C:3]([C:5]1[CH:10]=[CH:9][C:8]([C:11]([F:14])([F:13])[F:12])=[CH:7][CH:6]=1)=[O:4].[CH3:15][OH:16], predict the reaction product. The product is: [CH3:15][O:16][CH2:2][C:3]([C:5]1[CH:10]=[CH:9][C:8]([C:11]([F:14])([F:13])[F:12])=[CH:7][CH:6]=1)=[O:4]. (2) Given the reactants CS[C:3](=[C:6]([C:12]([O:14]CC)=O)[C:7]([O:9][CH2:10][CH3:11])=[O:8])[S:4][CH3:5].[CH3:17][S:18][C:19]1[CH:24]=[CH:23][C:22]([NH:25][C:26]([C:28]2[CH:33]=[CH:32][C:31]([F:34])=[CH:30][CH:29]=2)=[NH:27])=[CH:21][CH:20]=1.[K+].[Br-], predict the reaction product. The product is: [F:34][C:31]1[CH:30]=[CH:29][C:28]([C:26]2[N:25]([C:22]3[CH:23]=[CH:24][C:19]([S:18][CH3:17])=[CH:20][CH:21]=3)[C:12](=[O:14])[C:6]([C:7]([O:9][CH2:10][CH3:11])=[O:8])=[C:3]([S:4][CH3:5])[N:27]=2)=[CH:33][CH:32]=1. (3) Given the reactants [Br:1][C:2]1[C:3](=[O:17])[NH:4][C:5](C)=[CH:6][C:7]=1[O:8][CH2:9][C:10]1[CH:15]=[CH:14][CH:13]=[CH:12][CH:11]=1.Br[CH2:19][C:20]1[CH:25]=[CH:24][C:23]([CH2:26][C:27]([OH:29])=[O:28])=[CH:22][CH:21]=1.C([O-])([O-])=O.[K+].[K+], predict the reaction product. The product is: [CH2:9]([O:8][C:7]1[CH:6]=[CH:5][N:4]([CH2:19][C:20]2[CH:21]=[CH:22][C:23]([CH2:26][C:27]([OH:29])=[O:28])=[CH:24][CH:25]=2)[C:3](=[O:17])[C:2]=1[Br:1])[C:10]1[CH:11]=[CH:12][CH:13]=[CH:14][CH:15]=1. (4) The product is: [CH:21]1([CH2:20][C@H:19]([NH:27][C:3]2[C:4](=[O:10])[C:5](=[O:9])[C:6]=2[O:7][CH3:8])[CH2:18][NH:17][C:16](=[O:38])[O:15][CH2:14][CH2:13][Si:12]([CH3:28])([CH3:11])[CH3:29])[CH2:22][CH2:23][CH2:24][CH2:25][CH2:26]1. Given the reactants CO[C:3]1[C:4](=[O:10])[C:5](=[O:9])[C:6]=1[O:7][CH3:8].[CH3:11][Si:12]([CH3:29])([CH3:28])[CH2:13][CH2:14][O:15][CH2:16][NH:17][CH2:18][C@@H:19]([NH2:27])[CH2:20][CH:21]1[CH2:26][CH2:25][CH2:24][CH2:23][CH2:22]1.C(N(CC)CC)C.C[OH:38], predict the reaction product. (5) Given the reactants CON(C)[C:4]([C:6]1[CH:7]=[C:8]([C:12]2[C:13]([Cl:25])=[C:14]3[C:19](=[CH:20][CH:21]=2)[NH:18][C:17]([CH3:23])([CH3:22])[CH:16]=[C:15]3[CH3:24])[CH:9]=[CH:10][CH:11]=1)=[O:5].[CH:27]([Mg]Cl)([CH3:29])[CH3:28].[CH2:32]1COCC1, predict the reaction product. The product is: [Cl:25][C:13]1[C:12]([C:8]2[CH:9]=[CH:10][CH:11]=[C:6]([C:4](=[O:5])[CH:27]([CH3:29])[CH3:28])[CH:7]=2)=[CH:21][C:20]([CH3:32])=[C:19]2[C:14]=1[C:15]([CH3:24])=[CH:16][C:17]([CH3:23])([CH3:22])[NH:18]2.